Dataset: Forward reaction prediction with 1.9M reactions from USPTO patents (1976-2016). Task: Predict the product of the given reaction. Given the reactants C(N(CC)CC)C.[F:8][C:9]([F:54])([F:53])[C:10]1[CH:11]=[C:12]([C@H:20]2[O:24][C:23](=[O:25])[N:22]([CH2:26][C:27]3[C:32]([C:33]4[C:34]([O:46][CH3:47])=[N:35][CH:36]=[C:37]([C:39]([OH:45])([CH3:44])[C:40]([F:43])([F:42])[F:41])[CH:38]=4)=[CH:31][N:30]=[C:29](S(C)(=O)=O)[N:28]=3)[C@H:21]2[CH3:52])[CH:13]=[C:14]([C:16]([F:19])([F:18])[F:17])[CH:15]=1.Cl.[F:56][CH:57]1[CH2:60][NH:59][CH2:58]1.C(O)(=O)CC(CC(O)=O)(C(O)=O)O, predict the reaction product. The product is: [F:8][C:9]([F:54])([F:53])[C:10]1[CH:11]=[C:12]([C@H:20]2[O:24][C:23](=[O:25])[N:22]([CH2:26][C:27]3[C:32]([C:33]4[C:34]([O:46][CH3:47])=[N:35][CH:36]=[C:37]([C:39]([OH:45])([CH3:44])[C:40]([F:43])([F:42])[F:41])[CH:38]=4)=[CH:31][N:30]=[C:29]([N:59]4[CH2:60][CH:57]([F:56])[CH2:58]4)[N:28]=3)[C@H:21]2[CH3:52])[CH:13]=[C:14]([C:16]([F:19])([F:18])[F:17])[CH:15]=1.